Dataset: Reaction yield outcomes from USPTO patents with 853,638 reactions. Task: Predict the reaction yield, written as a fraction of the theoretical maximum amount of product (1.0 means a 100% yield; for example, 0.34 means a 34% yield). (1) The reactants are [CH:1]1([CH:7]([NH:19][C:20]2[CH:28]=[CH:27][C:23]([C:24](O)=[O:25])=[CH:22][CH:21]=2)[C:8]2[O:9][C:10]3[CH:17]=[C:16]([F:18])[CH:15]=[CH:14][C:11]=3[C:12]=2[CH3:13])[CH2:6][CH2:5][CH2:4][CH2:3][CH2:2]1.Cl.[CH2:30]([O:32][C:33](=[O:37])[CH2:34][CH2:35][NH2:36])[CH3:31].O.ON1C2C=CC=CC=2N=N1.Cl.C(N=C=NCCCN(C)C)C.Cl. The catalyst is CN(C)C=O.C(N(CC)CC)C. The product is [CH:1]1([CH:7]([NH:19][C:20]2[CH:28]=[CH:27][C:23]([C:24]([NH:36][CH2:35][CH2:34][C:33]([O:32][CH2:30][CH3:31])=[O:37])=[O:25])=[CH:22][CH:21]=2)[C:8]2[O:9][C:10]3[CH:17]=[C:16]([F:18])[CH:15]=[CH:14][C:11]=3[C:12]=2[CH3:13])[CH2:6][CH2:5][CH2:4][CH2:3][CH2:2]1. The yield is 0.910. (2) The reactants are C(N(C(C)C)CC)(C)C.FC(F)(F)C(O)=O.[NH:17]1[CH2:22][CH2:21][CH:20]([C@H:23]([NH:25][C:26]2[N:31]=[C:30]([C:32]3[C:40]4[C:35](=[N:36][CH:37]=[C:38]([C:41]([F:44])([F:43])[F:42])[CH:39]=4)[N:34]([S:45]([C:48]4[CH:54]=[CH:53][C:51]([CH3:52])=[CH:50][CH:49]=4)(=[O:47])=[O:46])[CH:33]=3)[C:29]([C:55]#[N:56])=[CH:28][N:27]=2)[CH3:24])[CH2:19][CH2:18]1.CN(C(ON1N=NC2C=CC=CC1=2)=[N+](C)C)C.[B-](F)(F)(F)F.[C:79](O)(=[O:82])[CH2:80][OH:81]. The catalyst is O1CCCC1. The product is [OH:82][CH2:79][C:80]([N:17]1[CH2:18][CH2:19][CH:20]([C@H:23]([NH:25][C:26]2[N:31]=[C:30]([C:32]3[C:40]4[C:35](=[N:36][CH:37]=[C:38]([C:41]([F:43])([F:44])[F:42])[CH:39]=4)[N:34]([S:45]([C:48]4[CH:49]=[CH:50][C:51]([CH3:52])=[CH:53][CH:54]=4)(=[O:46])=[O:47])[CH:33]=3)[C:29]([C:55]#[N:56])=[CH:28][N:27]=2)[CH3:24])[CH2:21][CH2:22]1)=[O:81]. The yield is 0.470. (3) The reactants are [OH:1][CH2:2][C@@H:3]([NH:11][C:12](=[O:18])[O:13][C:14]([CH3:17])([CH3:16])[CH3:15])[CH2:4][C@H:5]1[CH2:10][CH2:9][CH2:8][O:7][CH2:6]1.N1C=CC=CC=1.[S:25](Cl)([C:28]1[CH:34]=[CH:33][C:31]([CH3:32])=[CH:30][CH:29]=1)(=[O:27])=[O:26]. The catalyst is C(Cl)Cl.CCOC(C)=O. The product is [CH3:32][C:31]1[CH:33]=[CH:34][C:28]([S:25]([O:1][CH2:2][C@@H:3]([NH:11][C:12]([O:13][C:14]([CH3:15])([CH3:17])[CH3:16])=[O:18])[CH2:4][C@H:5]2[CH2:10][CH2:9][CH2:8][O:7][CH2:6]2)(=[O:27])=[O:26])=[CH:29][CH:30]=1. The yield is 0.750. (4) The reactants are [Li+].[OH-].FC1C=C(C=CC=1F)C([O:9][CH2:10][C@@H:11]([N:15]([CH3:26])[C:16](=[O:25])[C:17]1[CH:22]=[CH:21][C:20]([F:23])=[C:19]([F:24])[CH:18]=1)[CH:12]([CH3:14])[CH3:13])=O.C(O)(=O)C.C([O-])(O)=O.[Na+]. The catalyst is CO. The product is [F:24][C:19]1[CH:18]=[C:17]([CH:22]=[CH:21][C:20]=1[F:23])[C:16]([N:15]([C@@H:11]([CH:12]([CH3:14])[CH3:13])[CH2:10][OH:9])[CH3:26])=[O:25]. The yield is 0.990. (5) The reactants are [Cl:1][C:2]1[CH:3]=[C:4]([C:10]2([C:26]([F:29])([F:28])[F:27])[CH2:14][CH2:13][N:12]([C:15]3[S:16][C:17]([CH2:24][NH2:25])=[C:18]([C:20]([F:23])([F:22])[F:21])[N:19]=3)[CH2:11]2)[CH:5]=[C:6]([Cl:9])[C:7]=1[Cl:8].C(N(CC)CC)C.[C:37](O)(=[O:40])[CH2:38][CH3:39]. The catalyst is ClCCl. The product is [Cl:1][C:2]1[CH:3]=[C:4]([C:10]2([C:26]([F:29])([F:27])[F:28])[CH2:14][CH2:13][N:12]([C:15]3[S:16][C:17]([CH2:24][NH:25][C:37](=[O:40])[CH2:38][CH3:39])=[C:18]([C:20]([F:23])([F:22])[F:21])[N:19]=3)[CH2:11]2)[CH:5]=[C:6]([Cl:9])[C:7]=1[Cl:8]. The yield is 0.900. (6) The product is [Br:1][C:2]1[CH:7]=[CH:6][C:5]([NH:8][C:9]([C:11]2[C:12](=[O:28])[N:13]([CH:17]3[C:25]4[C:20](=[C:21]([OH:26])[CH:22]=[CH:23][CH:24]=4)[CH2:19][CH2:18]3)[CH:14]=[CH:15][CH:16]=2)=[O:10])=[CH:4][CH:3]=1. The reactants are [Br:1][C:2]1[CH:7]=[CH:6][C:5]([NH:8][C:9]([C:11]2[C:12](=[O:28])[N:13]([CH:17]3[C:25]4[C:20](=[C:21]([O:26]C)[CH:22]=[CH:23][CH:24]=4)[CH2:19][CH2:18]3)[CH:14]=[CH:15][CH:16]=2)=[O:10])=[CH:4][CH:3]=1.B(Br)(Br)Br. The catalyst is C([O-])(O)=O.[Na+]. The yield is 0.310. (7) The reactants are Cl[C:2]1[N:7]=[C:6]([C:8]2[C:16]3[C:11](=[CH:12][CH:13]=[CH:14][CH:15]=3)[N:10]([S:17]([C:20]3[CH:25]=[CH:24][CH:23]=[CH:22][CH:21]=3)(=[O:19])=[O:18])[CH:9]=2)[C:5]([Cl:26])=[CH:4][N:3]=1.[NH2:27][CH:28]1[CH2:33][CH2:32][N:31]([C:34]([O:36][C:37]([CH3:40])([CH3:39])[CH3:38])=[O:35])[CH2:30][CH2:29]1.CCN(C(C)C)C(C)C. The catalyst is CN1C(=O)CCC1.CCOC(C)=O. The product is [Cl:26][C:5]1[C:6]([C:8]2[C:16]3[C:11](=[CH:12][CH:13]=[CH:14][CH:15]=3)[N:10]([S:17]([C:20]3[CH:21]=[CH:22][CH:23]=[CH:24][CH:25]=3)(=[O:18])=[O:19])[CH:9]=2)=[N:7][C:2]([NH:27][CH:28]2[CH2:29][CH2:30][N:31]([C:34]([O:36][C:37]([CH3:40])([CH3:39])[CH3:38])=[O:35])[CH2:32][CH2:33]2)=[N:3][CH:4]=1. The yield is 0.750. (8) The reactants are [F:1][CH:2]([F:6])[C:3](O)=[O:4].CN(C(ON1N=NC2C=CC=CC1=2)=[N+](C)C)C.F[P-](F)(F)(F)(F)F.CCN(C(C)C)C(C)C.[O:40]1[CH2:45][CH2:44][N:43]([C:46]2[N:51]=[C:50]([N:52]3[CH2:57][CH2:56][O:55][CH2:54][CH2:53]3)[N:49]=[C:48]([C:58]3[CH:64]=[CH:63][C:61]([NH2:62])=[CH:60][CH:59]=3)[N:47]=2)[CH2:42][CH2:41]1. The catalyst is CN(C=O)C. The product is [N:43]1([C:46]2[N:51]=[C:50]([N:52]3[CH2:57][CH2:56][O:55][CH2:54][CH2:53]3)[N:49]=[C:48]([C:58]3[CH:64]=[CH:63][C:61]([NH:62][C:3](=[O:4])[CH:2]([F:6])[F:1])=[CH:60][CH:59]=3)[N:47]=2)[CH2:42][CH2:41][O:40][CH2:45][CH2:44]1. The yield is 0.460. (9) The reactants are [C:1]1([CH:7]([C:20]2[CH:25]=[CH:24][CH:23]=[CH:22][CH:21]=2)[CH2:8][N:9]2[CH:14]=[CH:13][CH:12]=[C:11]([C:15]([O:17]C)=[O:16])[C:10]2=[O:19])[CH:6]=[CH:5][CH:4]=[CH:3][CH:2]=1.C1COCC1.CO.[OH-].[Na+]. The catalyst is O. The product is [C:20]1([CH:7]([C:1]2[CH:6]=[CH:5][CH:4]=[CH:3][CH:2]=2)[CH2:8][N:9]2[CH:14]=[CH:13][CH:12]=[C:11]([C:15]([OH:17])=[O:16])[C:10]2=[O:19])[CH:21]=[CH:22][CH:23]=[CH:24][CH:25]=1. The yield is 0.720.